Dataset: Forward reaction prediction with 1.9M reactions from USPTO patents (1976-2016). Task: Predict the product of the given reaction. (1) Given the reactants [C:1](O)(=O)[CH2:2][C:3]([OH:5])=[O:4].C([O-])(=O)C.[NH4+:12].[F:13][C:14]1[CH:15]=[C:16]([CH:19]=[CH:20][C:21]=1[F:22])C=O, predict the reaction product. The product is: [NH2:12][CH:1]([C:19]1[CH:16]=[CH:15][C:14]([F:13])=[C:21]([F:22])[CH:20]=1)[CH2:2][C:3]([OH:5])=[O:4]. (2) Given the reactants CO.[C:3]([O:7][C:8]([N:10]([CH2:38][C:39]1[CH:48]=[CH:47][C:42]2[O:43][CH2:44][CH2:45][O:46][C:41]=2[CH:40]=1)[CH:11]1[CH2:16][CH2:15][N:14]([CH2:17][CH2:18][N:19]2[C:28]3[C:23](=[CH:24][CH:25]=[C:26]([C:29]([O:31]CCCC)=[O:30])[CH:27]=3)[C:22]([CH3:36])=[CH:21][C:20]2=[O:37])[CH2:13][CH2:12]1)=[O:9])([CH3:6])([CH3:5])[CH3:4].O.[OH-].[Li+], predict the reaction product. The product is: [C:3]([O:7][C:8]([N:10]([CH2:38][C:39]1[CH:48]=[CH:47][C:42]2[O:43][CH2:44][CH2:45][O:46][C:41]=2[CH:40]=1)[CH:11]1[CH2:12][CH2:13][N:14]([CH2:17][CH2:18][N:19]2[C:28]3[C:23](=[CH:24][CH:25]=[C:26]([C:29]([OH:31])=[O:30])[CH:27]=3)[C:22]([CH3:36])=[CH:21][C:20]2=[O:37])[CH2:15][CH2:16]1)=[O:9])([CH3:4])([CH3:5])[CH3:6].